From a dataset of Forward reaction prediction with 1.9M reactions from USPTO patents (1976-2016). Predict the product of the given reaction. (1) Given the reactants [NH2:1][C:2]1[S:3][C:4]([CH3:7])=[CH:5][N:6]=1.[CH3:8][O:9][C:10](=[O:16])[CH:11](Cl)[C:12]([CH3:14])=O, predict the reaction product. The product is: [CH3:7][C:4]1[S:3][C:2]2=[N:1][C:12]([CH3:14])=[C:11]([C:10]([O:9][CH3:8])=[O:16])[N:6]2[CH:5]=1. (2) Given the reactants [CH3:1][O:2][C:3]1[CH:8]=[CH:7][C:6]([CH2:9][CH:10]([C:16](O)=[O:17])[CH2:11][C:12]([O:14][CH3:15])=[O:13])=[CH:5][CH:4]=1.C(Cl)(=O)C(Cl)=O.C1C=CC(P(C2C=CC=CC=2)C2C=CC=CC=2)=CC=1, predict the reaction product. The product is: [CH:16]([CH:10]([CH2:9][C:6]1[CH:7]=[CH:8][C:3]([O:2][CH3:1])=[CH:4][CH:5]=1)[CH2:11][C:12]([O:14][CH3:15])=[O:13])=[O:17]. (3) Given the reactants C(OC([NH:8][C:9]1[CH:10]=[C:11]([CH:28]=[CH:29][CH:30]=1)[CH2:12][N:13]1[CH:22]=[CH:21][C:20]2[C:15](=[CH:16][C:17]([C:23]([O:25][CH3:26])=[O:24])=[CH:18][CH:19]=2)[C:14]1=[O:27])=O)(C)(C)C.Cl.O1CCOCC1, predict the reaction product. The product is: [NH2:8][C:9]1[CH:10]=[C:11]([CH:28]=[CH:29][CH:30]=1)[CH2:12][N:13]1[CH:22]=[CH:21][C:20]2[C:15](=[CH:16][C:17]([C:23]([O:25][CH3:26])=[O:24])=[CH:18][CH:19]=2)[C:14]1=[O:27]. (4) Given the reactants C([Si](C)(C)[O:6][CH2:7][C@@H:8]1[C@@H:13]([O:14][CH2:15][C:16]2[CH:21]=[CH:20][CH:19]=[CH:18][CH:17]=2)[C@H:12]([O:22][CH2:23][C:24]2[CH:29]=[CH:28][CH:27]=[CH:26][CH:25]=2)[C@@H:11]([O:30][CH2:31][C:32]2[CH:37]=[CH:36][CH:35]=[CH:34][CH:33]=2)[C:10]([C:40]2[CH:45]=[CH:44][C:43]([CH2:46][CH3:47])=[C:42]([CH2:48][C:49]3[CH:58]=[CH:57][C:52]4[O:53][CH2:54][CH2:55][O:56][C:51]=4[CH:50]=3)[CH:41]=2)([O:38][CH3:39])[O:9]1)(C)(C)C.C(Cl)(C)=O, predict the reaction product. The product is: [CH2:15]([O:14][C@H:13]1[C@H:12]([O:22][CH2:23][C:24]2[CH:29]=[CH:28][CH:27]=[CH:26][CH:25]=2)[C@@H:11]([O:30][CH2:31][C:32]2[CH:33]=[CH:34][CH:35]=[CH:36][CH:37]=2)[C:10]([C:40]2[CH:45]=[CH:44][C:43]([CH2:46][CH3:47])=[C:42]([CH2:48][C:49]3[CH:58]=[CH:57][C:52]4[O:53][CH2:54][CH2:55][O:56][C:51]=4[CH:50]=3)[CH:41]=2)([O:38][CH3:39])[O:9][C@@H:8]1[CH2:7][OH:6])[C:16]1[CH:17]=[CH:18][CH:19]=[CH:20][CH:21]=1. (5) Given the reactants [Br:1][C:2]1[CH:7]=[CH:6][CH:5]=[C:4]([CH2:8]Br)[N:3]=1.[NH:10]([CH3:12])[CH3:11], predict the reaction product. The product is: [Br:1][C:2]1[N:3]=[C:4]([CH2:8][N:10]([CH3:12])[CH3:11])[CH:5]=[CH:6][CH:7]=1.